Dataset: Full USPTO retrosynthesis dataset with 1.9M reactions from patents (1976-2016). Task: Predict the reactants needed to synthesize the given product. (1) Given the product [C:23]([O:27][C:28]([N:8]([CH2:7][C:6]1[CH:5]=[CH:4][C:3]([CH3:2])=[CH:16][CH:15]=1)[C@H:9]([C:12]([OH:14])=[O:13])[CH2:10][SeH:11])=[O:29])([CH3:26])([CH3:25])[CH3:24], predict the reactants needed to synthesize it. The reactants are: Cl.[CH3:2][C:3]1[CH:16]=[CH:15][C:6]([CH2:7][NH:8][C@H:9]([C:12]([OH:14])=[O:13])[CH2:10][SeH:11])=[CH:5][CH:4]=1.C(=O)([O-])[O-].[K+].[K+].[C:23]([O:27][C:28](O[C:28]([O:27][C:23]([CH3:26])([CH3:25])[CH3:24])=[O:29])=[O:29])([CH3:26])([CH3:25])[CH3:24]. (2) Given the product [C:1]([C:9]1[CH:10]=[N:11][C:12]2[C:17]([C:18]=1[C:19]1[CH:20]=[C:21]([CH:24]=[CH:25][CH:26]=1)[CH2:22][NH:42][CH2:41][C:38]1[CH:37]=[CH:36][C:35]([C:34]([OH:33])=[O:43])=[CH:40][CH:39]=1)=[CH:16][CH:15]=[CH:14][C:13]=2[C:27]([F:30])([F:29])[F:28])(=[O:8])[C:2]1[CH:3]=[CH:4][CH:5]=[CH:6][CH:7]=1, predict the reactants needed to synthesize it. The reactants are: [C:1]([C:9]1[CH:10]=[N:11][C:12]2[C:17]([C:18]=1[C:19]1[CH:20]=[C:21]([CH:24]=[CH:25][CH:26]=1)[CH:22]=O)=[CH:16][CH:15]=[CH:14][C:13]=2[C:27]([F:30])([F:29])[F:28])(=[O:8])[C:2]1[CH:7]=[CH:6][CH:5]=[CH:4][CH:3]=1.C([O:33][C:34](=[O:43])[C:35]1[CH:40]=[CH:39][C:38]([CH2:41][NH2:42])=[CH:37][CH:36]=1)C. (3) Given the product [CH3:1][O:2][C:3]([C:5]1[CH:10]=[N:9][C:8]([C:11](=[NH:12])[NH:14][OH:15])=[N:7][CH:6]=1)=[O:4], predict the reactants needed to synthesize it. The reactants are: [CH3:1][O:2][C:3]([C:5]1[CH:6]=[N:7][C:8]([C:11]#[N:12])=[N:9][CH:10]=1)=[O:4].Cl.[NH2:14][OH:15].C([O-])(=O)C.[Na+]. (4) Given the product [C:1]([CH2:3][C:4]1[C:5]([CH3:34])=[C:6]([NH:12][C:13]([C:15]2[S:16][CH:17]=[CH:18][C:19]=2[S:20](=[O:22])(=[O:21])[NH:23][C:27]2[O:31][N:30]=[C:29]([CH3:32])[C:28]=2[CH3:33])=[O:14])[C:7]([CH3:11])=[CH:8][C:9]=1[CH3:10])#[N:2], predict the reactants needed to synthesize it. The reactants are: [C:1]([CH2:3][C:4]1[C:5]([CH3:34])=[C:6]([NH:12][C:13]([C:15]2[S:16][CH:17]=[CH:18][C:19]=2[S:20]([N:23]([C:27]2[O:31][N:30]=[C:29]([CH3:32])[C:28]=2[CH3:33])COC)(=[O:22])=[O:21])=[O:14])[C:7]([CH3:11])=[CH:8][C:9]=1[CH3:10])#[N:2].Cl. (5) The reactants are: [O:1]1[C:5]2[CH:6]=[CH:7][CH:8]=[CH:9][C:4]=2[N:3]=[C:2]1[C:10]1[CH:27]=[CH:26][C:13]2[N:14]([CH2:18][C:19]([O:21]C(C)(C)C)=[O:20])[C:15]([CH3:17])=[N:16][C:12]=2[CH:11]=1.[OH-].[Na+].CO. Given the product [O:1]1[C:5]2[CH:6]=[CH:7][CH:8]=[CH:9][C:4]=2[N:3]=[C:2]1[C:10]1[CH:27]=[CH:26][C:13]2[N:14]([CH2:18][C:19]([OH:21])=[O:20])[C:15]([CH3:17])=[N:16][C:12]=2[CH:11]=1, predict the reactants needed to synthesize it. (6) Given the product [CH3:1][O:2][C:3]1[CH:8]=[CH:7][C:6]([CH:9]2[CH2:13][C:12]3([CH2:18][CH2:17][CH2:16][CH2:15][CH2:14]3)[N:11]([CH2:19][C:20]([Cl:27])=[O:21])[C:10]2=[O:23])=[CH:5][CH:4]=1, predict the reactants needed to synthesize it. The reactants are: [CH3:1][O:2][C:3]1[CH:8]=[CH:7][C:6]([CH:9]2[CH2:13][C:12]3([CH2:18][CH2:17][CH2:16][CH2:15][CH2:14]3)[N:11]([CH2:19][C:20](O)=[O:21])[C:10]2=[O:23])=[CH:5][CH:4]=1.C(Cl)(=O)C([Cl:27])=O.CN(C=O)C. (7) Given the product [CH3:1][S:2]([N:5]1[CH2:10][CH2:9][N:8]([S:29](/[CH:21]=[CH:22]/[C:23]2[CH:28]=[CH:27][CH:26]=[CH:25][CH:24]=2)(=[O:31])=[O:30])[C@@H:7]([C:11]([NH:13][O:14][CH:15]2[CH2:20][CH2:19][CH2:18][CH2:17][O:16]2)=[O:12])[CH2:6]1)(=[O:3])=[O:4], predict the reactants needed to synthesize it. The reactants are: [CH3:1][S:2]([N:5]1[CH2:10][CH2:9][NH:8][C@@H:7]([C:11]([NH:13][O:14][CH:15]2[CH2:20][CH2:19][CH2:18][CH2:17][O:16]2)=[O:12])[CH2:6]1)(=[O:4])=[O:3].[CH:21](/[S:29](Cl)(=[O:31])=[O:30])=[CH:22]\[C:23]1[CH:28]=[CH:27][CH:26]=[CH:25][CH:24]=1. (8) Given the product [N:9]([CH2:2][CH2:3][CH2:4][O:5][C:6](=[O:8])[CH3:7])=[N+:10]=[N-:11], predict the reactants needed to synthesize it. The reactants are: Br[CH2:2][CH2:3][CH2:4][O:5][C:6](=[O:8])[CH3:7].[N-:9]=[N+:10]=[N-:11].[Na+]. (9) Given the product [NH2:31][C@@H:30]([CH2:29][C:28]1[CH:27]=[CH:26][C:25]([Cl:24])=[CH:45][CH:44]=1)[CH2:17][NH:16][C:14]1[S:15][C:11]([C:4]2[CH:5]=[CH:6][C:7]3[NH:8][C:48](=[O:49])[O:50][C:2]=3[CH:3]=2)=[N:12][N:13]=1.[Cl:24][C:25]1[CH:26]=[CH:27][C:28]([CH2:29][C@H:30]2[CH2:34][O:33][S:32](=[O:36])(=[O:35])[N:31]2[C:37]([O:39][C:40]([CH3:41])([CH3:42])[CH3:43])=[O:38])=[CH:44][CH:45]=1, predict the reactants needed to synthesize it. The reactants are: F[C:2]1[CH:3]=[C:4]([C:11]2[S:15][C:14]([NH:16][C:17](=O)OC(C)(C)C)=[N:13][N:12]=2)[CH:5]=[CH:6][C:7]=1[N+:8]([O-])=O.[Cl:24][C:25]1[CH:45]=[CH:44][C:28]([CH2:29][C@H:30]2[CH2:34][O:33][S:32](=[O:36])(=[O:35])[N:31]2[C:37]([O:39][C:40]([CH3:43])([CH3:42])[CH3:41])=[O:38])=[CH:27][CH:26]=1.N[C@@H](CC1C=CC(Cl)=CC=1)[C:48]([OH:50])=[O:49].